From a dataset of Forward reaction prediction with 1.9M reactions from USPTO patents (1976-2016). Predict the product of the given reaction. (1) Given the reactants [CH3:1][CH:2]([CH3:6])[CH2:3][CH2:4][NH2:5].[C:7]([OH:12])(=O)[CH:8]([CH3:10])[CH3:9].[CH2:13]1[C:22]2[C:17](=[CH:18][CH:19]=[CH:20][CH:21]=2)[CH2:16][CH2:15][N:14]1[C:23]([NH:25][C:26]1[CH:34]=CC(C(O)=O)=C[CH:27]=1)=[O:24], predict the reaction product. The product is: [C:7]([NH:5][CH2:4][CH2:3][C:2]1[CH:6]=[CH:27][C:26]([NH:25][C:23]([N:14]2[CH2:15][CH2:16][C:17]3[C:22](=[CH:21][CH:20]=[CH:19][CH:18]=3)[CH2:13]2)=[O:24])=[CH:34][CH:1]=1)(=[O:12])[CH:8]([CH3:10])[CH3:9]. (2) Given the reactants [BH4-].[Na+].[F:3][C:4]1[CH:5]=[C:6]([NH:17][C:18]([C:20]2[CH:25]=[CH:24][CH:23]=[CH:22][N:21]=2)=[O:19])[CH:7]=[CH:8][C:9]=1[C:10](=[O:16])[C:11]([CH2:13][CH2:14][OH:15])=[CH2:12].C(=O)(O)[O-].[Na+], predict the reaction product. The product is: [OH:16][CH:10]([C:9]1[CH:8]=[CH:7][C:6]([NH:17][C:18]([C:20]2[CH:25]=[CH:24][CH:23]=[CH:22][N:21]=2)=[O:19])=[CH:5][C:4]=1[F:3])[CH:11]([CH3:12])[CH2:13][CH2:14][OH:15]. (3) Given the reactants [CH2:1]([OH:7])[C:2]1[O:6][CH:5]=[CH:4][CH:3]=1.[CH2:8]([O:14][C:15]1[CH:20]=[CH:19][C:18]([C:21]2[CH:26]=[CH:25][C:24]([C:27](O)=[O:28])=[CH:23][CH:22]=2)=[CH:17][CH:16]=1)[CH2:9][CH2:10][CH2:11][CH2:12][CH3:13], predict the reaction product. The product is: [O:6]1[CH:5]=[CH:4][CH:3]=[C:2]1[CH2:1][O:7][C:27]([C:24]1[CH:23]=[CH:22][C:21]([C:18]2[CH:19]=[CH:20][C:15]([O:14][CH2:8][CH2:9][CH2:10][CH2:11][CH2:12][CH3:13])=[CH:16][CH:17]=2)=[CH:26][CH:25]=1)=[O:28]. (4) Given the reactants N[C:2]1[CH:3]=[C:4]([CH:8]=[CH:9][CH:10]=1)[C:5]([OH:7])=[O:6].[CH:11](=[O:17])[C:12]1[O:16][CH:15]=[CH:14][CH:13]=1, predict the reaction product. The product is: [CH:11]([C:12]1[O:16][C:15]([C:2]2[CH:3]=[C:4]([CH:8]=[CH:9][CH:10]=2)[C:5]([OH:7])=[O:6])=[CH:14][CH:13]=1)=[O:17]. (5) Given the reactants C(O)(C(F)(F)F)=O.C([O:12][C:13](=[O:33])[C:14]1[C:19]([F:20])=[CH:18][C:17]([N:21]2[CH2:25][CH:24]([CH2:26][NH:27][C:28](=[O:30])[CH3:29])[O:23][C:22]2=[O:31])=[CH:16][C:15]=1[F:32])(C)(C)C, predict the reaction product. The product is: [C:28]([NH:27][CH2:26][CH:24]1[O:23][C:22](=[O:31])[N:21]([C:17]2[CH:16]=[C:15]([F:32])[C:14]([C:13]([OH:33])=[O:12])=[C:19]([F:20])[CH:18]=2)[CH2:25]1)(=[O:30])[CH3:29]. (6) Given the reactants Cl[C:2]1[N:20]=[C:5]2[C:6]([NH:10][CH2:11][C:12]3[CH:17]=[CH:16][CH:15]=[C:14]([O:18][CH3:19])[CH:13]=3)=[CH:7][CH:8]=[CH:9][N:4]2[N:3]=1.[NH2:21][C:22]1[CH:27]=[CH:26][N:25]=[CH:24][CH:23]=1, predict the reaction product. The product is: [CH3:19][O:18][C:14]1[CH:13]=[C:12]([CH:17]=[CH:16][CH:15]=1)[CH2:11][NH:10][C:6]1[C:5]2[N:4]([N:3]=[C:2]([NH:21][C:22]3[CH:27]=[CH:26][N:25]=[CH:24][CH:23]=3)[N:20]=2)[CH:9]=[CH:8][CH:7]=1.